Dataset: Full USPTO retrosynthesis dataset with 1.9M reactions from patents (1976-2016). Task: Predict the reactants needed to synthesize the given product. (1) Given the product [CH3:1][O:2][C:3]1[C:11]2[O:10][C:9]([CH3:13])([CH3:12])[CH2:8][C:7]=2[CH:6]=[C:5]([C:14]([CH3:18])([CH3:17])[C:15]([NH2:16])=[O:19])[CH:4]=1, predict the reactants needed to synthesize it. The reactants are: [CH3:1][O:2][C:3]1[C:11]2[O:10][C:9]([CH3:13])([CH3:12])[CH2:8][C:7]=2[CH:6]=[C:5]([C:14]([CH3:18])([CH3:17])[C:15]#[N:16])[CH:4]=1.[OH-:19].[Na+].OO. (2) The reactants are: C(Cl)CCl.[NH2:5][C:6]1[N:11]=[CH:10][C:9]([CH:12]=[CH:13][C:14]([OH:16])=O)=[CH:8][CH:7]=1.[CH3:17][N:18]1[C:26]2[C:21](=[CH:22][CH:23]=[CH:24][CH:25]=2)[C:20]([CH2:27][NH:28][CH3:29])=[CH:19]1.C1C=CC2N(O)N=NC=2C=1.O.C(N(C(C)C)CC)(C)C. Given the product [NH2:5][C:6]1[N:11]=[CH:10][C:9](/[CH:12]=[CH:13]/[C:14]([N:28]([CH3:29])[CH2:27][C:20]2[C:21]3[C:26](=[CH:25][CH:24]=[CH:23][CH:22]=3)[N:18]([CH3:17])[CH:19]=2)=[O:16])=[CH:8][CH:7]=1, predict the reactants needed to synthesize it. (3) Given the product [F:1][C:2]1[CH:3]=[C:4]([C:12]([OH:14])=[O:13])[C:5]2[CH2:6][CH2:7][CH2:8][CH2:9][C:10]=2[CH:11]=1, predict the reactants needed to synthesize it. The reactants are: [F:1][C:2]1[CH:3]=[C:4]([C:12]([O:14]C)=[O:13])[C:5]2[CH2:6][CH2:7][CH2:8][CH2:9][C:10]=2[CH:11]=1.[Li+].[OH-].O. (4) The reactants are: [CH:1]1([NH:4][C:5](=[O:48])[NH:6][C:7]2[CH:46]=[CH:45][C:10]([O:11][C:12]3[CH:17]=[CH:16][N:15]=[C:14]4[CH:18]=[C:19]([C:21]5[N:26]=[CH:25][C:24]([CH2:27][N:28]([CH:32]6[CH2:37][CH2:36][N:35](C(OC(C)(C)C)=O)[CH2:34][CH2:33]6)[C:29](=[O:31])[CH3:30])=[CH:23][CH:22]=5)[S:20][C:13]=34)=[C:9]([F:47])[CH:8]=2)[CH2:3][CH2:2]1.Cl.CCOC(C)=O. Given the product [CH:1]1([NH:4][C:5](=[O:48])[NH:6][C:7]2[CH:46]=[CH:45][C:10]([O:11][C:12]3[CH:17]=[CH:16][N:15]=[C:14]4[CH:18]=[C:19]([C:21]5[N:26]=[CH:25][C:24]([CH2:27][N:28]([CH:32]6[CH2:37][CH2:36][NH:35][CH2:34][CH2:33]6)[C:29](=[O:31])[CH3:30])=[CH:23][CH:22]=5)[S:20][C:13]=34)=[C:9]([F:47])[CH:8]=2)[CH2:2][CH2:3]1, predict the reactants needed to synthesize it.